This data is from Forward reaction prediction with 1.9M reactions from USPTO patents (1976-2016). The task is: Predict the product of the given reaction. (1) The product is: [Si:23]([O:1][C@H:2]1[CH2:7][CH2:6][CH2:5][CH2:4][C@H:3]1[CH2:8][C:9]([O:11][CH2:12][CH3:13])=[O:10])([C:19]([CH3:22])([CH3:21])[CH3:20])([C:30]1[CH:31]=[CH:32][CH:33]=[CH:34][CH:35]=1)[C:24]1[CH:29]=[CH:28][CH:27]=[CH:26][CH:25]=1. Given the reactants [OH:1][C@H:2]1[CH2:7][CH2:6][CH2:5][CH2:4][C@H:3]1[CH2:8][C:9]([O:11][CH2:12][CH3:13])=[O:10].N1C=CN=C1.[C:19]([Si:23](Cl)([C:30]1[CH:35]=[CH:34][CH:33]=[CH:32][CH:31]=1)[C:24]1[CH:29]=[CH:28][CH:27]=[CH:26][CH:25]=1)([CH3:22])([CH3:21])[CH3:20].CO, predict the reaction product. (2) Given the reactants [Cl:1][C:2]1[CH:3]=[C:4]([NH:17][C:18]2[C:27]3[C:22](=[CH:23][CH:24]=[C:25]([N+:28]([O-])=O)[CH:26]=3)[N:21]=[CH:20][N:19]=2)[CH:5]=[CH:6][C:7]=1[O:8][CH2:9][C:10]1[CH:15]=[CH:14][CH:13]=[C:12]([F:16])[CH:11]=1, predict the reaction product. The product is: [Cl:1][C:2]1[CH:3]=[C:4]([NH:17][C:18]2[C:27]3[C:22](=[CH:23][CH:24]=[C:25]([NH2:28])[CH:26]=3)[N:21]=[CH:20][N:19]=2)[CH:5]=[CH:6][C:7]=1[O:8][CH2:9][C:10]1[CH:15]=[CH:14][CH:13]=[C:12]([F:16])[CH:11]=1. (3) Given the reactants [CH3:1][O:2][C:3]1[CH:10]=[CH:9][C:6]([CH:7]=O)=[C:5]([OH:11])[CH:4]=1.C[O:13][C:14](=O)[CH2:15][C:16](=[O:24])[C:17]1[CH:22]=[CH:21][C:20]([CH3:23])=[CH:19][CH:18]=1.N1CCCCC1, predict the reaction product. The product is: [CH3:1][O:2][C:3]1[CH:4]=[C:5]2[C:6]([CH:7]=[C:15]([C:16](=[O:24])[C:17]3[CH:22]=[CH:21][C:20]([CH3:23])=[CH:19][CH:18]=3)[C:14](=[O:13])[O:11]2)=[CH:9][CH:10]=1. (4) The product is: [C:44]([OH:50])([C:46]([F:49])([F:48])[F:47])=[O:45].[NH2:23][C@@H:18]1[CH2:19][CH2:20][CH2:21][CH2:22][C@@H:17]1[NH:16][C:11]1[N:10]=[C:9]([C:31]2[CH:32]=[N:33][N:34]([CH3:36])[CH:35]=2)[C:8]2[C:7](=[O:37])[NH:6][CH2:14][C:13]=2[C:12]=1[F:15]. Given the reactants COC1C=C(OC)C=CC=1C[N:6]1[CH2:14][C:13]2[C:12]([F:15])=[C:11]([NH:16][C@H:17]3[CH2:22][CH2:21][CH2:20][CH2:19][C@H:18]3[NH:23]C(=O)OC(C)(C)C)[N:10]=[C:9]([C:31]3[CH:32]=[N:33][N:34]([CH3:36])[CH:35]=3)[C:8]=2[C:7]1=[O:37].[C:44]([OH:50])([C:46]([F:49])([F:48])[F:47])=[O:45], predict the reaction product. (5) The product is: [CH2:1]([O:13][CH2:12]/[CH:11]=[CH:10]\[CH2:9][OH:14])[C:2]1[CH:7]=[CH:6][CH:5]=[CH:4][CH:3]=1. Given the reactants [CH2:1](Br)[C:2]1[CH:7]=[CH:6][CH:5]=[CH:4][CH:3]=1.[CH2:9]([OH:14])[CH:10]=[CH:11][CH2:12][OH:13].[H-].[Na+], predict the reaction product. (6) Given the reactants C(O)(C(F)(F)F)=O.[S:8]([O-:39])([O:11][N:12]1[C:18](=[O:19])[N:17]2[CH2:20][C@H:13]1[CH2:14][CH2:15][C@H:16]2[C:21]1[S:22][C:23]([CH:26]2[CH2:31][CH2:30][N:29](C(OC(C)(C)C)=O)[CH2:28][CH2:27]2)=[N:24][N:25]=1)(=[O:10])=[O:9].[Na+], predict the reaction product. The product is: [S:8]([OH:39])([O:11][N:12]1[C:18](=[O:19])[N:17]2[CH2:20][C@H:13]1[CH2:14][CH2:15][C@H:16]2[C:21]1[S:22][C:23]([CH:26]2[CH2:31][CH2:30][NH:29][CH2:28][CH2:27]2)=[N:24][N:25]=1)(=[O:9])=[O:10].